Dataset: Full USPTO retrosynthesis dataset with 1.9M reactions from patents (1976-2016). Task: Predict the reactants needed to synthesize the given product. (1) Given the product [NH2:1][C:4]1[CH:24]=[CH:23][C:7]([O:8][C:9]2[CH:14]=[CH:13][N:12]=[C:11]([NH:15][C:16]([N:18]3[CH2:22][CH2:21][CH2:20][CH2:19]3)=[O:17])[CH:10]=2)=[CH:6][CH:5]=1, predict the reactants needed to synthesize it. The reactants are: [N+:1]([C:4]1[CH:24]=[CH:23][C:7]([O:8][C:9]2[CH:14]=[CH:13][N:12]=[C:11]([NH:15][C:16]([N:18]3[CH2:22][CH2:21][CH2:20][CH2:19]3)=[O:17])[CH:10]=2)=[CH:6][CH:5]=1)([O-])=O.[H][H].CCCCCC. (2) Given the product [N+:13]([C:9]1[CH:8]=[C:7]([CH:6]([OH:16])[CH2:5][OH:4])[CH:12]=[CH:11][CH:10]=1)([O-:15])=[O:14], predict the reactants needed to synthesize it. The reactants are: C([O:4][CH2:5][CH:6]([OH:16])[C:7]1[CH:12]=[CH:11][CH:10]=[C:9]([N+:13]([O-:15])=[O:14])[CH:8]=1)(=O)C.C([O-])([O-])=O.[K+].[K+]. (3) Given the product [C:7]([O:1][CH2:2][CH:3]([CH2:5][O:6][C:7](=[O:14])[CH2:8][CH2:9][C:10]([CH3:12])=[O:11])[O:4][C:7](=[O:14])[CH2:8][CH2:9][C:10]([CH3:12])=[O:11])(=[O:14])[CH2:8][CH2:9][C:10]([CH3:12])=[O:11], predict the reactants needed to synthesize it. The reactants are: [OH:1][CH2:2][CH:3]([CH2:5][OH:6])[OH:4].[C:7]([OH:14])(=O)[CH2:8][CH2:9][C:10]([CH3:12])=[O:11]. (4) Given the product [NH2:11][C:8]1[CH:9]=[C:10]2[C:5](=[CH:6][C:7]=1[N+:15]([O-:17])=[O:16])[N:4]([CH2:21][CH2:22][CH2:23][C:24]1[CH:25]=[N:26][CH:27]=[CH:28][CH:29]=1)[C:3](=[O:18])[C:2]2([CH3:1])[CH3:19], predict the reactants needed to synthesize it. The reactants are: [CH3:1][C:2]1([CH3:19])[C:10]2[C:5](=[CH:6][C:7]([N+:15]([O-:17])=[O:16])=[C:8]([NH:11]C(=O)C)[CH:9]=2)[NH:4][C:3]1=[O:18].Br[CH2:21][CH2:22][CH2:23][C:24]1[CH:25]=[N:26][CH:27]=[CH:28][CH:29]=1.C([O-])([O-])=O.[K+].[K+].C(Cl)Cl.CO. (5) Given the product [C:6]([CH:5]([CH2:9][C:10]1[CH:15]=[CH:14][C:13]([O:16][CH2:17][CH2:18][O:19][C:20]2[CH:21]=[C:22]3[C:27](=[CH:28][CH:29]=2)[N:26]=[CH:25][CH:24]=[CH:23]3)=[CH:12][CH:11]=1)[C:3]([O:2][CH3:1])=[O:4])(=[O:8])[NH2:34], predict the reactants needed to synthesize it. The reactants are: [CH3:1][O:2][C:3]([CH:5]([CH2:9][C:10]1[CH:15]=[CH:14][C:13]([O:16][CH2:17][CH2:18][O:19][C:20]2[CH:21]=[C:22]3[C:27](=[CH:28][CH:29]=2)[N:26]=[CH:25][CH:24]=[CH:23]3)=[CH:12][CH:11]=1)[C:6]([OH:8])=O)=[O:4].S(Cl)(Cl)=O.[NH3:34]. (6) The reactants are: BrC1C=C(C(CC2CCCC2)C(O)=O)C=CC=1S(C)(=O)=O.NC1C=CN=C(C)N=1.[Br:30][C:31]1[CH:32]=[C:33]([CH:41]([CH2:52][CH:53]2[CH2:57][CH2:56][CH2:55][CH2:54]2)[C:42]([NH:44][C:45]2[CH:50]=[CH:49][N:48]=[C:47](C)[N:46]=2)=[O:43])[CH:34]=[CH:35][C:36]=1[S:37]([CH3:40])(=[O:39])=[O:38]. Given the product [Br:30][C:31]1[CH:32]=[C:33]([CH:41]([CH2:52][CH:53]2[CH2:54][CH2:55][CH2:56][CH2:57]2)[C:42]([NH:44][C:45]2[CH:50]=[CH:49][N:48]=[CH:47][N:46]=2)=[O:43])[CH:34]=[CH:35][C:36]=1[S:37]([CH3:40])(=[O:39])=[O:38], predict the reactants needed to synthesize it.